From a dataset of Reaction yield outcomes from USPTO patents with 853,638 reactions. Predict the reaction yield, written as a fraction of the theoretical maximum amount of product (1.0 means a 100% yield; for example, 0.34 means a 34% yield). The reactants are N1[CH2:6][CH2:5][CH2:4][CH2:3][CH2:2]1.[C:7](=[O:10])([O-])[O-].[K+].[K+].[CH:13](=[O:16])CC.C(O)(=[O:19])C.[Cl-].[Na+]. The catalyst is C(#N)C.O. The product is [CH3:2][CH:3]([CH:7]=[O:10])[CH2:4][CH2:5][C:6]([O:16][CH3:13])=[O:19]. The yield is 0.550.